From a dataset of Reaction yield outcomes from USPTO patents with 853,638 reactions. Predict the reaction yield, written as a fraction of the theoretical maximum amount of product (1.0 means a 100% yield; for example, 0.34 means a 34% yield). (1) The reactants are [Br:1][C:2]1[CH:19]=[CH:18][C:5]([CH2:6][O:7][C:8]2[C:9]([CH2:15][CH2:16][NH2:17])=[N:10][C:11]([CH3:14])=[CH:12][CH:13]=2)=[CH:4][CH:3]=1.[CH:20]([C:22]1[CH:31]=[CH:30][C:25]([C:26]([O:28][CH3:29])=[O:27])=[CH:24][CH:23]=1)=O.[BH4-].[Na+].O. The catalyst is C(O)C. The product is [Br:1][C:2]1[CH:19]=[CH:18][C:5]([CH2:6][O:7][C:8]2[C:9]([CH2:15][CH2:16][NH:17][CH2:20][C:22]3[CH:31]=[CH:30][C:25]([C:26]([O:28][CH3:29])=[O:27])=[CH:24][CH:23]=3)=[N:10][C:11]([CH3:14])=[CH:12][CH:13]=2)=[CH:4][CH:3]=1. The yield is 0.350. (2) The catalyst is CN(C=O)C.O. The yield is 0.910. The product is [CH:13]1([NH:18][C:10]([C:4]2[C:5]([N+:7]([O-:9])=[O:8])=[CH:6][N:2]([CH3:1])[N:3]=2)=[O:12])[CH2:17][CH2:16][CH2:15][CH2:14]1. The reactants are [CH3:1][N:2]1[CH:6]=[C:5]([N+:7]([O-:9])=[O:8])[C:4]([C:10]([OH:12])=O)=[N:3]1.[CH:13]1([NH2:18])[CH2:17][CH2:16][CH2:15][CH2:14]1.C1C=CC2N(O)N=NC=2C=1.CCN=C=NCCCN(C)C. (3) The reactants are [Br:1][C:2]1[N:3]=[C:4]([C:8]([NH:10][C@H:11]2[CH2:16][CH2:15][N:14]([C:17]3[S:18][C:19]([C:23]([O:25]CC)=[O:24])=[C:20]([CH3:22])[N:21]=3)[CH2:13][C@H:12]2[O:28][CH3:29])=[O:9])[NH:5][C:6]=1[CH3:7].[OH-].[Li+]. No catalyst specified. The product is [Br:1][C:2]1[N:3]=[C:4]([C:8]([NH:10][C@H:11]2[CH2:16][CH2:15][N:14]([C:17]3[S:18][C:19]([C:23]([OH:25])=[O:24])=[C:20]([CH3:22])[N:21]=3)[CH2:13][C@H:12]2[O:28][CH3:29])=[O:9])[NH:5][C:6]=1[CH3:7]. The yield is 0.610. (4) The reactants are [NH2:1][C:2]1[CH:7]=[C:6](Br)[CH:5]=[CH:4][N:3]=1.[CH:9]1[C:14]([C:15]#[N:16])=[CH:13][CH:12]=[C:11]([OH:17])[CH:10]=1.C(=O)([O-])[O-].[K+].[K+].N1C=CC=CC=1. The catalyst is [Cu-]=O. The product is [NH2:1][C:2]1[CH:7]=[C:6]([O:17][C:11]2[CH:12]=[CH:13][C:14]([C:15]#[N:16])=[CH:9][CH:10]=2)[CH:5]=[CH:4][N:3]=1. The yield is 0.220. (5) The reactants are [Cl:1][C:2]1[CH:3]=[C:4]([C:11]#N)[CH:5]=[C:6]2[C:10]=1[NH:9][N:8]=[CH:7]2.[OH2:13].[OH-:14].[K+]. The catalyst is C(O)C. The product is [Cl:1][C:2]1[CH:3]=[C:4]([C:11]([OH:14])=[O:13])[CH:5]=[C:6]2[C:10]=1[NH:9][N:8]=[CH:7]2. The yield is 0.600. (6) The reactants are [Cl:1][C:2]1[CH:3]=[C:4]2[C:8](=[CH:9][CH:10]=1)[NH:7][C:6]([CH3:11])=[CH:5]2.[Cl:12][C:13]1[C:22]2[C:17](=[CH:18][CH:19]=[CH:20][CH:21]=2)[C:16](Cl)=[N:15][N:14]=1.[Cl-].[Al+3].[Cl-].[Cl-].Cl. The catalyst is ClC(Cl)C. The product is [Cl:12][C:13]1[C:22]2[C:17](=[CH:18][CH:19]=[CH:20][CH:21]=2)[C:16]([C:5]2[C:4]3[C:8](=[CH:9][CH:10]=[C:2]([Cl:1])[CH:3]=3)[NH:7][C:6]=2[CH3:11])=[N:15][N:14]=1. The yield is 0.980. (7) The reactants are [CH3:1][O:2][C:3]1[CH:4]=[C:5]([N:12]2[CH2:16][CH2:15][CH2:14][C@@H:13]2[CH3:17])[CH:6]=[C:7]([N+:9]([O-])=O)[CH:8]=1.Cl. The catalyst is O1CCOCC1.O.[Zn]. The product is [CH3:1][O:2][C:3]1[CH:8]=[C:7]([NH2:9])[CH:6]=[C:5]([N:12]2[CH2:16][CH2:15][CH2:14][C@@H:13]2[CH3:17])[CH:4]=1. The yield is 0.720. (8) The reactants are [Br:1][C:2]1[N:6]2[N:7]=[C:8](F)[CH:9]=[CH:10][C:5]2=[N:4][CH:3]=1.C(N(CC)CC)C.[C:19]([O:23][CH2:24][CH2:25][NH2:26])([CH3:22])([CH3:21])[CH3:20]. The catalyst is C(O)(C)C.C(OCC)(=O)C. The product is [Br:1][C:2]1[N:6]2[N:7]=[C:8]([NH:26][CH2:25][CH2:24][O:23][C:19]([CH3:22])([CH3:21])[CH3:20])[CH:9]=[CH:10][C:5]2=[N:4][CH:3]=1. The yield is 1.00. (9) The reactants are [ClH:1].[CH3:2][S:3]([CH:6]1[CH2:11][CH2:10][NH:9][CH2:8][CH2:7]1)(=[O:5])=[O:4].Br[CH2:13][CH2:14]O.C(=O)([O-])[O-].[K+].[K+]. The catalyst is C(#N)C. The product is [Cl:1][CH2:13][CH2:14][N:9]1[CH2:10][CH2:11][CH:6]([S:3]([CH3:2])(=[O:5])=[O:4])[CH2:7][CH2:8]1. The yield is 0.660.